Task: Predict the reactants needed to synthesize the given product.. Dataset: Retrosynthesis with 50K atom-mapped reactions and 10 reaction types from USPTO Given the product COc1ccc(C(=O)N2CCN(C(=O)OC(C)(C)C)CC2)cc1C#Cc1ccccn1, predict the reactants needed to synthesize it. The reactants are: CC(C)(C)OC(=O)N1CCNCC1.COc1ccc(C(=O)O)cc1C#Cc1ccccn1.